This data is from Full USPTO retrosynthesis dataset with 1.9M reactions from patents (1976-2016). The task is: Predict the reactants needed to synthesize the given product. (1) Given the product [O:1]1[C:5]2[CH:6]=[CH:7][C:8]([C:10]3([C:13]([NH:15][C:16]4[CH:17]=[CH:18][C:19]([CH3:30])=[C:20]([C:22]5[C:23](=[O:28])[NH:24][CH:25]=[CH:26][CH:27]=5)[N:21]=4)=[O:14])[CH2:12][CH2:11]3)=[CH:9][C:4]=2[CH2:3][CH2:2]1, predict the reactants needed to synthesize it. The reactants are: [O:1]1[C:5]2[CH:6]=[CH:7][C:8]([C:10]3([C:13]([NH:15][C:16]4[N:21]=[C:20]([C:22]5[C:23]([O:28]C)=[N:24][CH:25]=[CH:26][CH:27]=5)[C:19]([CH3:30])=[CH:18][CH:17]=4)=[O:14])[CH2:12][CH2:11]3)=[CH:9][C:4]=2[CH2:3][CH2:2]1.Cl. (2) Given the product [C:17]([N:20]1[CH:24]=[CH:23][C:22]([O:25][CH2:2][C:3]2[C:8]([CH3:9])=[CH:7][CH:6]=[CH:5][C:4]=2[N:10]2[C:14](=[O:15])[N:13]([CH3:16])[N:12]=[N:11]2)=[N:21]1)(=[O:19])[CH3:18], predict the reactants needed to synthesize it. The reactants are: Br[CH2:2][C:3]1[C:8]([CH3:9])=[CH:7][CH:6]=[CH:5][C:4]=1[N:10]1[C:14](=[O:15])[N:13]([CH3:16])[N:12]=[N:11]1.[C:17]([N:20]1[CH:24]=[CH:23][C:22]([OH:25])=[N:21]1)(=[O:19])[CH3:18].C(=O)([O-])[O-].[K+].[K+].C(#N)C. (3) Given the product [CH:1]1([N:6]2[C:10]3[N:11]=[C:12]([NH:15][C:16]4[N:17]=[CH:18][C:19]([N:22]5[CH2:27][CH2:26][N:25]([CH2:28][CH2:29][OH:30])[CH2:24][CH2:23]5)=[CH:20][CH:21]=4)[N:13]=[CH:14][C:9]=3[C:8]3[CH:38]=[CH:39][N:40]=[C:41]([F:42])[C:7]2=3)[CH2:2][CH2:3][CH2:4][CH2:5]1, predict the reactants needed to synthesize it. The reactants are: [CH:1]1([N:6]2[C:10]3[N:11]=[C:12]([NH:15][C:16]4[CH:21]=[CH:20][C:19]([N:22]5[CH2:27][CH2:26][N:25]([CH2:28][CH2:29][O:30][Si](C(C)(C)C)(C)C)[CH2:24][CH2:23]5)=[CH:18][N:17]=4)[N:13]=[CH:14][C:9]=3[C:8]3[CH:38]=[CH:39][N:40]=[C:41]([F:42])[C:7]2=3)[CH2:5][CH2:4][CH2:3][CH2:2]1.[F-].C([N+](CCCC)(CCCC)CCCC)CCC.O.[OH-].[Na+]. (4) Given the product [CH2:1]([O:3][C:4](=[O:23])[CH2:5][N:6]1[C:14]2[C:9](=[CH:10][C:11]([OH:15])=[CH:12][CH:13]=2)[CH:8]=[CH:7]1)[CH3:2], predict the reactants needed to synthesize it. The reactants are: [CH2:1]([O:3][C:4](=[O:23])[CH2:5][N:6]1[C:14]2[C:9](=[CH:10][C:11]([O:15]CC3C=CC=CC=3)=[CH:12][CH:13]=2)[CH:8]=[CH:7]1)[CH3:2].C(O)(=O)C.[H][H]. (5) Given the product [CH3:15][O:14][CH2:13][CH2:12][O:11][CH2:10][CH2:9][N:1]1[CH2:7][CH2:6][CH2:5][CH2:4][CH2:3][CH2:2]1, predict the reactants needed to synthesize it. The reactants are: [NH:1]1[CH2:7][CH2:6][CH2:5][CH2:4][CH2:3][CH2:2]1.Br[CH2:9][CH2:10][O:11][CH2:12][CH2:13][O:14][CH3:15].C(=O)([O-])[O-].[K+].[K+].